Task: Regression/Classification. Given a drug SMILES string, predict its absorption, distribution, metabolism, or excretion properties. Task type varies by dataset: regression for continuous measurements (e.g., permeability, clearance, half-life) or binary classification for categorical outcomes (e.g., BBB penetration, CYP inhibition). For this dataset (vdss_lombardo), we predict log10(VDss) (log10 of volume of distribution in L/kg).. Dataset: Volume of distribution at steady state (VDss) regression data from Lombardo et al. (1) The compound is CCOC(=O)C1C(OC(=O)c2ccccc2)CC2CCC1[NH+]2C. The log10(VDss) is 0.200. (2) The log10(VDss) is -0.620. The molecule is NC(=O)C1CCC2CN1C(=O)N2OS(=O)(=O)[O-].